This data is from Forward reaction prediction with 1.9M reactions from USPTO patents (1976-2016). The task is: Predict the product of the given reaction. Given the reactants [F:1][C:2]1[CH:7]=[CH:6][CH:5]=[CH:4][C:3]=1[CH2:8][O:9][C:10]1[CH:15]=[CH:14][C:13]([C@@H:16]2[NH:20][C@:19]([CH2:26][O:27][CH3:28])([C:21]([N:23]([CH3:25])[CH3:24])=[O:22])[CH2:18][CH2:17]2)=[CH:12][CH:11]=1.[ClH:29], predict the reaction product. The product is: [ClH:29].[F:1][C:2]1[CH:7]=[CH:6][CH:5]=[CH:4][C:3]=1[CH2:8][O:9][C:10]1[CH:15]=[CH:14][C:13]([C@@H:16]2[NH:20][C@:19]([CH2:26][O:27][CH3:28])([C:21]([N:23]([CH3:24])[CH3:25])=[O:22])[CH2:18][CH2:17]2)=[CH:12][CH:11]=1.